This data is from NCI-60 drug combinations with 297,098 pairs across 59 cell lines. The task is: Regression. Given two drug SMILES strings and cell line genomic features, predict the synergy score measuring deviation from expected non-interaction effect. (1) Drug 1: CC1=C(C(=CC=C1)Cl)NC(=O)C2=CN=C(S2)NC3=CC(=NC(=N3)C)N4CCN(CC4)CCO. Drug 2: CN(CCCl)CCCl.Cl. Cell line: HOP-92. Synergy scores: CSS=24.0, Synergy_ZIP=-3.78, Synergy_Bliss=0.868, Synergy_Loewe=-1.41, Synergy_HSA=1.87. (2) Drug 1: C1CCC(C1)C(CC#N)N2C=C(C=N2)C3=C4C=CNC4=NC=N3. Drug 2: C1CN(CCN1C(=O)CCBr)C(=O)CCBr. Cell line: IGROV1. Synergy scores: CSS=14.0, Synergy_ZIP=-8.64, Synergy_Bliss=-8.42, Synergy_Loewe=-8.35, Synergy_HSA=-5.33. (3) Cell line: IGROV1. Drug 2: CC1=C2C(C(=O)C3(C(CC4C(C3C(C(C2(C)C)(CC1OC(=O)C(C(C5=CC=CC=C5)NC(=O)C6=CC=CC=C6)O)O)OC(=O)C7=CC=CC=C7)(CO4)OC(=O)C)O)C)OC(=O)C. Synergy scores: CSS=21.2, Synergy_ZIP=-9.75, Synergy_Bliss=-6.33, Synergy_Loewe=-20.1, Synergy_HSA=-3.20. Drug 1: C1CC(=O)NC(=O)C1N2CC3=C(C2=O)C=CC=C3N.